From a dataset of Full USPTO retrosynthesis dataset with 1.9M reactions from patents (1976-2016). Predict the reactants needed to synthesize the given product. (1) Given the product [Br:11][C:9]1[C:2]([F:1])=[CH:3][C:4]([OH:10])=[C:5]([CH:8]=1)[CH:6]=[O:7], predict the reactants needed to synthesize it. The reactants are: [F:1][C:2]1[CH:9]=[CH:8][C:5]([CH:6]=[O:7])=[C:4]([OH:10])[CH:3]=1.[Br:11]Br. (2) Given the product [C:24]([C:23]1[CH:26]=[C:19]([C:18]2[C:14]([NH:13][C:10]([C:3]3[CH:2]=[N:1][N:5]4[CH:6]=[CH:7][CH:8]=[N:9][C:4]=34)=[O:12])=[CH:15][NH:16][N:17]=2)[C:20]([O:27][CH3:28])=[N:21][CH:22]=1)#[N:25], predict the reactants needed to synthesize it. The reactants are: [N:1]1[N:5]2[CH:6]=[CH:7][CH:8]=[N:9][C:4]2=[C:3]([C:10]([OH:12])=O)[CH:2]=1.[NH2:13][C:14]1[CH:15]=[N:16][N:17](COCC[Si](C)(C)C)[C:18]=1[C:19]1[C:20]([O:27][CH3:28])=[N:21][CH:22]=[C:23]([CH:26]=1)[C:24]#[N:25].ClC1(OC)N=C(OC)N=CN1.CN1CCOCC1. (3) Given the product [CH3:1][O:2][C:3]1[CH:4]=[CH:5][C:6](/[CH:7]=[CH:20]/[C:22]2[CH:27]=[CH:26][CH:25]=[CH:24][C:23]=2[C:28]2[N:33]=[C:32]([N:34]3[C:38]([C:39]([F:41])([F:42])[F:40])=[C:37]([C:43]([OH:45])=[O:44])[CH:36]=[N:35]3)[CH:31]=[CH:30][CH:29]=2)=[CH:16][CH:17]=1, predict the reactants needed to synthesize it. The reactants are: [CH3:1][O:2][C:3]1[CH:17]=[CH:16][C:6]([CH2:7]P(=O)(OCC)OCC)=[CH:5][CH:4]=1.[H-].[Na+].[CH:20]([C:22]1[CH:27]=[CH:26][CH:25]=[CH:24][C:23]=1[C:28]1[N:33]=[C:32]([N:34]2[C:38]([C:39]([F:42])([F:41])[F:40])=[C:37]([C:43]([O:45]CC)=[O:44])[CH:36]=[N:35]2)[CH:31]=[CH:30][CH:29]=1)=O. (4) Given the product [N+:10]([C:13]1[CH:14]=[N:15][C:16]([N:19]2[CH2:24][CH2:23][CH2:22][C@H:21]([NH:25][C@@H:26]3[CH2:31][CH2:30][CH2:29][CH2:28][C@H:27]3[NH:32][C:8]([NH:7][C:1]3[CH:6]=[CH:5][CH:4]=[CH:3][CH:2]=3)=[O:9])[CH2:20]2)=[N:17][CH:18]=1)([O-:12])=[O:11], predict the reactants needed to synthesize it. The reactants are: [C:1]1([N:7]=[C:8]=[O:9])[CH:6]=[CH:5][CH:4]=[CH:3][CH:2]=1.[N+:10]([C:13]1[CH:14]=[N:15][C:16]([N:19]2[CH2:24][CH2:23][CH2:22][C@H:21]([NH:25][C@@H:26]3[CH2:31][CH2:30][CH2:29][CH2:28][C@H:27]3[NH2:32])[CH2:20]2)=[N:17][CH:18]=1)([O-:12])=[O:11]. (5) Given the product [CH3:8][C:5]1[N:6]=[N:7][CH:2]=[CH:3][C:4]=1[C:9]1[S:13][C:12]([C:14]([O:16][CH3:17])=[O:15])=[CH:11][CH:10]=1, predict the reactants needed to synthesize it. The reactants are: Cl[C:2]1[N:7]=[N:6][C:5]([CH3:8])=[C:4]([C:9]2[S:13][C:12]([C:14]([O:16][CH3:17])=[O:15])=[CH:11][CH:10]=2)[CH:3]=1.N#N. (6) The reactants are: [CH3:1][C@@:2]12[C@@:11]([OH:16])([C:12]([CH2:14][OH:15])=[O:13])[CH2:10][CH2:9][C@H:8]1[C@@H:7]1[CH2:17][CH2:18][C:19]3[C@@:25]([CH3:26])([C@H:6]1[C:4](=[O:5])[CH2:3]2)[CH:24]=[CH:23][C:21](=[O:22])[CH:20]=3.CN(C1C=CC=CN=1)C.OCCN(CCO)CCO.C(#N)C. Given the product [CH3:1][C@@:2]12[C@@:11]([OH:16])([C:12]([CH2:14][OH:15])=[O:13])[CH2:10][CH2:9][C@H:8]1[C@@H:7]1[CH2:17][CH2:18][C:19]3[C@@:25]([CH3:26])([C@H:6]1[C@@H:4]([OH:5])[CH2:3]2)[CH:24]=[CH:23][C:21](=[O:22])[CH:20]=3, predict the reactants needed to synthesize it. (7) Given the product [Cl:19][C:13]1[CH:14]=[C:15]([Cl:18])[CH:16]=[CH:17][C:12]=1[C:10]1[N:1]=[C:2]2[N:6]([CH:9]=1)[CH:5]=[C:4]([CH3:7])[S:3]2, predict the reactants needed to synthesize it. The reactants are: [NH2:1][C:2]1[S:3][C:4]([CH3:7])=[CH:5][N:6]=1.Br[CH2:9][C:10]([C:12]1[CH:17]=[CH:16][C:15]([Cl:18])=[CH:14][C:13]=1[Cl:19])=O.C([O-])([O-])=O.[K+].[K+]. (8) Given the product [Cl:1][C:2]1[CH:7]=[C:6]([Cl:8])[CH:5]=[CH:4][C:3]=1[C:9]1[C:10]2[N:11]([C:15]([NH:42][C:45](=[O:30])[O:51][C:47]([CH3:50])([CH3:49])[CH3:48])=[C:16]([CH2:18][CH3:19])[N:17]=2)[CH:12]=[CH:13][N:14]=1, predict the reactants needed to synthesize it. The reactants are: [Cl:1][C:2]1[CH:7]=[C:6]([Cl:8])[CH:5]=[CH:4][C:3]=1[C:9]1[C:10]2[N:11]([C:15](C(O)=O)=[C:16]([CH2:18][CH3:19])[N:17]=2)[CH:12]=[CH:13][N:14]=1.C1(P(N=[N+]=[N-])(C2C=CC=CC=2)=[O:30])C=CC=CC=1.C([N:42]([CH2:45]C)CC)C.[C:47]([OH:51])([CH3:50])([CH3:49])[CH3:48]. (9) Given the product [C:45]([O:6][CH2:5][CH2:4][N:3]([CH2:1][CH3:2])[C:7]1[CH:12]=[CH:11][C:10]([C:13]2[C:37]3[C:32](=[CH:33][CH:34]=[CH:35][CH:36]=3)[C:16]3[O:17][C:18]4([C:28]([CH3:29])([CH3:30])[C:27]5[C:22](=[CH:23][CH:24]=[CH:25][CH:26]=5)[N:21]4[CH3:31])[CH:19]=[N:20][C:15]=3[CH:14]=2)=[CH:9][CH:8]=1)(=[O:48])[CH2:46][CH3:47], predict the reactants needed to synthesize it. The reactants are: [CH2:1]([N:3]([C:7]1[CH:12]=[CH:11][C:10]([C:13]2[C:37]3[C:32](=[CH:33][CH:34]=[CH:35][CH:36]=3)[C:16]3[O:17][C:18]4([C:28]([CH3:30])([CH3:29])[C:27]5[C:22](=[CH:23][CH:24]=[CH:25][CH:26]=5)[N:21]4[CH3:31])[CH:19]=[N:20][C:15]=3[CH:14]=2)=[CH:9][CH:8]=1)[CH2:4][CH2:5][OH:6])[CH3:2].C(N(CC)CC)C.[C:45](Cl)(=[O:48])[CH2:46][CH3:47]. (10) Given the product [CH3:26][C:27]1[N:31]=[C:30]([C@H:32]([NH:34][C:13](=[O:14])[C:12]2[CH:16]=[C:17]([C:19]3[CH:20]=[N:21][C:22]([CH3:25])=[N:23][CH:24]=3)[CH:18]=[C:10]([C:7]3[CH:6]=[CH:5][C:4]([CH3:3])=[CH:9][N:8]=3)[CH:11]=2)[CH3:33])[O:29][N:28]=1, predict the reactants needed to synthesize it. The reactants are: [Cl-].[Na+].[CH3:3][C:4]1[CH:5]=[CH:6][C:7]([C:10]2[CH:11]=[C:12]([CH:16]=[C:17]([C:19]3[CH:20]=[N:21][C:22]([CH3:25])=[N:23][CH:24]=3)[CH:18]=2)[C:13](O)=[O:14])=[N:8][CH:9]=1.[CH3:26][C:27]1[N:31]=[C:30]([C@H:32]([NH2:34])[CH3:33])[O:29][N:28]=1.C(Cl)CCl.C1C=CC2N(O)N=NC=2C=1.C(N(CC)CC)C.FC(F)(F)C(O)=O.